Dataset: Catalyst prediction with 721,799 reactions and 888 catalyst types from USPTO. Task: Predict which catalyst facilitates the given reaction. (1) Reactant: [CH:1]1[CH:6]=[CH:5][C:4]([CH2:7]Br)=[CH:3][CH:2]=1.C([O-])([O-])=O.[K+].[K+].[NH2:15][C:16]1[CH:21]=[CH:20][C:19]([CH2:22][CH2:23][CH2:24][C:25]([O:27][CH3:28])=[O:26])=[CH:18][CH:17]=1.O. Product: [CH2:7]([N:15]([C:16]1[CH:17]=[CH:18][C:19]([CH2:22][CH2:23][CH2:24][C:25]([O:27][CH3:28])=[O:26])=[CH:20][CH:21]=1)[CH2:7][C:4]1[CH:5]=[CH:6][CH:1]=[CH:2][CH:3]=1)[C:4]1[CH:5]=[CH:6][CH:1]=[CH:2][CH:3]=1. The catalyst class is: 23. (2) Reactant: C([N:8]1[C@@H:13]2[CH2:14][CH2:15][C@@:9]1([C:32]1[CH:37]=[CH:36][CH:35]=[CH:34][CH:33]=1)[C@H:10]([O:16][CH2:17][C:18]1[CH:23]=[C:22]([C:24]([F:27])([F:26])[F:25])[CH:21]=[C:20]([C:28]([F:31])([F:30])[F:29])[CH:19]=1)[CH2:11][CH2:12]2)C1C=CC=CC=1. Product: [F:26][C:24]([F:25])([F:27])[C:22]1[CH:23]=[C:18]([CH2:17][O:16][C@@H:10]2[CH2:11][CH2:12][C@@H:13]3[NH:8][C@@:9]2([C:32]2[CH:33]=[CH:34][CH:35]=[CH:36][CH:37]=2)[CH2:15][CH2:14]3)[CH:19]=[C:20]([C:28]([F:31])([F:29])[F:30])[CH:21]=1. The catalyst class is: 63. (3) Reactant: Cl[C:2]([O:4][C:5]1[CH:10]=[CH:9][CH:8]=[CH:7][CH:6]=1)=[O:3].[NH2:11][C:12]1[C:13]([O:37][CH3:38])=[C:14]([N:22]([CH2:27][CH2:28][O:29][CH2:30][C:31]2[CH:36]=[CH:35][CH:34]=[CH:33][CH:32]=2)[S:23]([CH3:26])(=[O:25])=[O:24])[CH:15]=[C:16]([C:18]([CH3:21])([CH3:20])[CH3:19])[CH:17]=1.C([O-])(O)=O.[Na+]. Product: [CH2:30]([O:29][CH2:28][CH2:27][N:22]([C:14]1[C:13]([O:37][CH3:38])=[C:12]([NH:11][C:2](=[O:3])[O:4][C:5]2[CH:10]=[CH:9][CH:8]=[CH:7][CH:6]=2)[CH:17]=[C:16]([C:18]([CH3:21])([CH3:19])[CH3:20])[CH:15]=1)[S:23]([CH3:26])(=[O:25])=[O:24])[C:31]1[CH:32]=[CH:33][CH:34]=[CH:35][CH:36]=1. The catalyst class is: 168. (4) Reactant: C([O:3][C:4]([C:6]1[N:7]=[C:8]2[C:13]([C:14]([F:17])([F:16])[F:15])=[CH:12][C:11]([C:18]3[O:19][CH:20]=[CH:21][CH:22]=3)=[CH:10][N:9]2[C:23]=1[Cl:24])=[O:5])C. Product: [Cl:24][C:23]1[N:9]2[CH:10]=[C:11]([C:18]3[O:19][CH:20]=[CH:21][CH:22]=3)[CH:12]=[C:13]([C:14]([F:16])([F:15])[F:17])[C:8]2=[N:7][C:6]=1[C:4]([OH:5])=[O:3]. The catalyst class is: 393. (5) Reactant: FC(F)(F)S([O:6][Si:7]([C:10]([CH3:13])([CH3:12])[CH3:11])([CH3:9])[CH3:8])(=O)=O.O[CH:17]1[C:21]([CH3:23])([CH3:22])[CH2:20][NH:19][C:18]1=[O:24].C(N(CC)CC)C.N12CCCN=C1CCCCC2. Product: [Si:7]([O:6][CH:17]1[C:21]([CH3:23])([CH3:22])[CH2:20][NH:19][C:18]1=[O:24])([C:10]([CH3:13])([CH3:12])[CH3:11])([CH3:9])[CH3:8]. The catalyst class is: 112. (6) Reactant: [CH:1]1([OH:5])[CH2:4][CH2:3][CH2:2]1.CCN(C(C)C)C(C)C.ClC(Cl)(O[C:19](=[O:25])OC(Cl)(Cl)Cl)Cl.[NH2:27][C:28]1[N:33]=[C:32]([C:34]2[CH:41]=[CH:40][C:37]([C:38]#[N:39])=[C:36]([F:42])[CH:35]=2)[CH:31]=[C:30]([N:43]2[CH2:48][CH2:47][CH2:46][C@@H:45]([NH2:49])[CH2:44]2)[N:29]=1. Product: [CH:1]1([O:5][C:19](=[O:25])[NH:49][C@@H:45]2[CH2:46][CH2:47][CH2:48][N:43]([C:30]3[CH:31]=[C:32]([C:34]4[CH:41]=[CH:40][C:37]([C:38]#[N:39])=[C:36]([F:42])[CH:35]=4)[N:33]=[C:28]([NH2:27])[N:29]=3)[CH2:44]2)[CH2:4][CH2:3][CH2:2]1. The catalyst class is: 2.